This data is from Catalyst prediction with 721,799 reactions and 888 catalyst types from USPTO. The task is: Predict which catalyst facilitates the given reaction. Reactant: [CH2:1]1[C:3]2([NH:9][CH2:8][CH2:7][CH2:6][N:5]([C:10]3[C:11]4[CH:18]=[CH:17][NH:16][C:12]=4[N:13]=[CH:14][N:15]=3)[CH2:4]2)[CH2:2]1.C(N(CC)CC)C.[C:26]1([CH3:36])[CH:31]=[CH:30][C:29]([S:32](Cl)(=[O:34])=[O:33])=[CH:28][CH:27]=1. Product: [C:26]1([CH3:36])[CH:31]=[CH:30][C:29]([S:32]([N:9]2[C:3]3([CH2:2][CH2:1]3)[CH2:4][N:5]([C:10]3[C:11]4[CH:18]=[CH:17][NH:16][C:12]=4[N:13]=[CH:14][N:15]=3)[CH2:6][CH2:7][CH2:8]2)(=[O:34])=[O:33])=[CH:28][CH:27]=1. The catalyst class is: 1.